From a dataset of Reaction yield outcomes from USPTO patents with 853,638 reactions. Predict the reaction yield, written as a fraction of the theoretical maximum amount of product (1.0 means a 100% yield; for example, 0.34 means a 34% yield). (1) The reactants are [N:1]1([CH:7]=[CH:8][C:9]([O:11][CH3:12])=[O:10])[CH2:6][CH2:5][CH2:4][CH2:3][CH2:2]1.C(N(CC)CC)C.[F:20][CH:21]([F:25])[C:22](F)=[O:23]. The catalyst is C1(C)C=CC=CC=1. The product is [F:20][CH:21]([F:25])[C:22](=[O:23])[C:8](=[CH:7][N:1]1[CH2:6][CH2:5][CH2:4][CH2:3][CH2:2]1)[C:9]([O:11][CH3:12])=[O:10]. The yield is 0.900. (2) The reactants are [CH3:1][C:2]1[C:6]([CH2:7][N:8]2[CH:12]=[C:11]([N:13]3[C:17](=[O:18])[C:16]([CH3:20])([CH3:19])[NH:15][C:14]3=[O:21])[CH:10]=[N:9]2)=[C:5]([CH3:22])[O:4][N:3]=1.Br[CH2:24][C:25]1[CH:30]=[CH:29][C:28]([F:31])=[CH:27][CH:26]=1. No catalyst specified. The product is [CH3:1][C:2]1[C:6]([CH2:7][N:8]2[CH:12]=[C:11]([N:13]3[C:17](=[O:18])[C:16]([CH3:19])([CH3:20])[N:15]([CH2:24][C:25]4[CH:30]=[CH:29][C:28]([F:31])=[CH:27][CH:26]=4)[C:14]3=[O:21])[CH:10]=[N:9]2)=[C:5]([CH3:22])[O:4][N:3]=1. The yield is 0.400. (3) The reactants are O1CCCCC1[N:7]1[C:15]2[C:10](=[CH:11][C:12]([C:16]3[N:20]=[CH:19][N:18](C(C4C=CC=CC=4)(C4C=CC=CC=4)C4C=CC=CC=4)[N:17]=3)=[CH:13][CH:14]=2)[C:9]([C:40]2[CH:41]=[C:42]([NH2:46])[CH:43]=[CH:44][CH:45]=2)=[N:8]1.[C:47](Cl)(=[O:54])[C:48]1[CH:53]=[CH:52][CH:51]=[CH:50][CH:49]=1.O. The catalyst is N1C=CC=CC=1. The product is [NH:18]1[CH:19]=[N:20][C:16]([C:12]2[CH:11]=[C:10]3[C:15](=[CH:14][CH:13]=2)[NH:7][N:8]=[C:9]3[C:40]2[CH:41]=[C:42]([NH:46][C:47](=[O:54])[C:48]3[CH:53]=[CH:52][CH:51]=[CH:50][CH:49]=3)[CH:43]=[CH:44][CH:45]=2)=[N:17]1. The yield is 0.550. (4) The reactants are [CH3:1][C:2]1[N:19](S(C2C=CC=CC=2)(=O)=O)[C:5]2=[N:6][CH:7]=[CH:8][C:9](B3OC(C)(C)C(C)(C)O3)=[C:4]2[CH:3]=1.[O-]P([O-])([O-])=O.[K+].[K+].[K+].Br[C:38]1[CH:43]=[CH:42][C:41]([S:44]([NH:47][CH2:48][CH2:49][OH:50])(=[O:46])=[O:45])=[CH:40][CH:39]=1.[OH-].[Na+]. The catalyst is O1CCOCC1.O.O.[Cl-].[Na+].O. The product is [OH:50][CH2:49][CH2:48][NH:47][S:44]([C:41]1[CH:42]=[CH:43][C:38]([C:9]2[CH:8]=[CH:7][N:6]=[C:5]3[NH:19][C:2]([CH3:1])=[CH:3][C:4]=23)=[CH:39][CH:40]=1)(=[O:46])=[O:45]. The yield is 0.180. (5) The reactants are [C:1]([C:5]1[CH:6]=[C:7]([C:15]2[N:19]([C:20]3[CH:25]=[CH:24][C:23]([C:26]([N:28]4[CH2:33][CH2:32][N:31]([CH3:34])[CH2:30][CH2:29]4)=[O:27])=[CH:22][CH:21]=3)[N:18]=[C:17]([C:35]3[CH:44]=[CH:43][C:38]([C:39]([O:41]C)=[O:40])=[CH:37][CH:36]=3)[CH:16]=2)[CH:8]=[C:9]([O:11][CH:12]([CH3:14])[CH3:13])[CH:10]=1)([CH3:4])([CH3:3])[CH3:2].[Li+].[OH-].Cl. The catalyst is C1COCC1.CO.O. The yield is 0.990. The product is [C:1]([C:5]1[CH:6]=[C:7]([C:15]2[N:19]([C:20]3[CH:21]=[CH:22][C:23]([C:26]([N:28]4[CH2:29][CH2:30][N:31]([CH3:34])[CH2:32][CH2:33]4)=[O:27])=[CH:24][CH:25]=3)[N:18]=[C:17]([C:35]3[CH:44]=[CH:43][C:38]([C:39]([OH:41])=[O:40])=[CH:37][CH:36]=3)[CH:16]=2)[CH:8]=[C:9]([O:11][CH:12]([CH3:14])[CH3:13])[CH:10]=1)([CH3:3])([CH3:4])[CH3:2]. (6) The reactants are [Br:1][C:2]1[CH:3]=[C:4]([O:9][CH3:10])[C:5]([Cl:8])=[N:6][CH:7]=1.BrC[CH2:13][OH:14]. No catalyst specified. The product is [Br:1][C:2]1[CH:3]=[C:4]([O:9][CH2:10][CH2:13][OH:14])[C:5]([Cl:8])=[N:6][CH:7]=1. The yield is 0.500. (7) The reactants are [Si]([O:18][CH2:19][C@:20]12[CH2:55][CH2:54][C@@H:53]([C:56]([CH3:58])=[CH2:57])[C@@H:21]1[C@@H:22]1[C@@:35]([CH3:38])([CH2:36][CH2:37]2)[C@@:34]2([CH3:39])[C@@H:25]([C@:26]3([CH3:52])[C@@H:31]([CH2:32][CH2:33]2)[C:30]([CH3:41])([CH3:40])[C:29]([C:42]2[CH:51]=[CH:50][C:45]([C:46]([O:48][CH3:49])=[O:47])=[CH:44][CH:43]=2)=[CH:28][CH2:27]3)[CH2:24][CH2:23]1)(C(C)(C)C)(C1C=CC=CC=1)C1C=CC=CC=1.[F-].C([N+](CCCC)(CCCC)CCCC)CCC. The catalyst is C1COCC1. The product is [OH:18][CH2:19][C@:20]12[CH2:55][CH2:54][C@@H:53]([C:56]([CH3:58])=[CH2:57])[C@@H:21]1[C@@H:22]1[C@@:35]([CH3:38])([CH2:36][CH2:37]2)[C@@:34]2([CH3:39])[C@@H:25]([C@:26]3([CH3:52])[C@@H:31]([CH2:32][CH2:33]2)[C:30]([CH3:41])([CH3:40])[C:29]([C:42]2[CH:51]=[CH:50][C:45]([C:46]([O:48][CH3:49])=[O:47])=[CH:44][CH:43]=2)=[CH:28][CH2:27]3)[CH2:24][CH2:23]1. The yield is 0.800. (8) The reactants are [NH:1]([C:3]1[N:4]=[C:5]2[CH:11]=[CH:10][N:9]([S:12]([C:15]3[CH:21]=[CH:20][C:18]([CH3:19])=[CH:17][CH:16]=3)(=[O:14])=[O:13])[C:6]2=[N:7][CH:8]=1)[NH2:2].[C:22]([O:26][C:27]([NH:29][C@H:30]1[CH2:34][CH2:33][C@@H:32]([C:35](O)=[O:36])[CH2:31]1)=[O:28])([CH3:25])([CH3:24])[CH3:23].CCN=C=NCCCN(C)C.Cl.O. The catalyst is C(Cl)Cl. The product is [S:12]([N:9]1[C:6]2=[N:7][CH:8]=[C:3]([NH:1][NH:2][C:35]([C@@H:32]3[CH2:33][CH2:34][C@H:30]([NH:29][C:27](=[O:28])[O:26][C:22]([CH3:24])([CH3:23])[CH3:25])[CH2:31]3)=[O:36])[N:4]=[C:5]2[CH:11]=[CH:10]1)([C:15]1[CH:21]=[CH:20][C:18]([CH3:19])=[CH:17][CH:16]=1)(=[O:13])=[O:14]. The yield is 0.970.